From a dataset of Forward reaction prediction with 1.9M reactions from USPTO patents (1976-2016). Predict the product of the given reaction. (1) Given the reactants [C:1]([O:5][C:6]([N:8](C(OC(C)(C)C)=O)[C:9]1[CH:10]=[C:11]([CH:16]=[C:17]([Br:20])[C:18]=1[Cl:19])[C:12]([O:14][CH3:15])=[O:13])=[O:7])([CH3:4])([CH3:3])[CH3:2].C(O)(C(F)(F)F)=O.C([O-])(O)=O.[Na+], predict the reaction product. The product is: [Br:20][C:17]1[CH:16]=[C:11]([CH:10]=[C:9]([NH:8][C:6]([O:5][C:1]([CH3:4])([CH3:3])[CH3:2])=[O:7])[C:18]=1[Cl:19])[C:12]([O:14][CH3:15])=[O:13]. (2) Given the reactants [F:1][C:2]1[CH:25]=[CH:24][CH:23]=[CH:22][C:3]=1[CH2:4][N:5]1[C:9]2[CH2:10][CH2:11][CH2:12][C:8]=2[C:7]([C:13]2[N:18]=[C:17]([NH2:19])[C:16]([O:20]C)=[CH:15][N:14]=2)=[N:6]1.C(=O)([O-])[O-].[K+].[K+].C1(S)C=CC=CC=1.C(O)=O, predict the reaction product. The product is: [NH2:19][C:17]1[C:16]([OH:20])=[CH:15][N:14]=[C:13]([C:7]2[C:8]3[CH2:12][CH2:11][CH2:10][C:9]=3[N:5]([CH2:4][C:3]3[CH:22]=[CH:23][CH:24]=[CH:25][C:2]=3[F:1])[N:6]=2)[N:18]=1.